From a dataset of Reaction yield outcomes from USPTO patents with 853,638 reactions. Predict the reaction yield, written as a fraction of the theoretical maximum amount of product (1.0 means a 100% yield; for example, 0.34 means a 34% yield). (1) The reactants are [C:1](Cl)(=[O:4])[CH:2]=[CH2:3].[C:6]([O:10][C:11]([O:13][NH:14][C:15](=[O:21])[O:16][C:17]([CH3:20])([CH3:19])[CH3:18])=[O:12])([CH3:9])([CH3:8])[CH3:7].C(N(CC)CC)C. The catalyst is ClCCl. The product is [C:17]([O:16][C:15]([N:14]([O:13][C:11]([O:10][C:6]([CH3:9])([CH3:8])[CH3:7])=[O:12])[C:1](=[O:4])[CH:2]=[CH2:3])=[O:21])([CH3:20])([CH3:19])[CH3:18]. The yield is 0.280. (2) The reactants are [CH3:1][N:2]([S:21]([C:24]1[CH:29]=[CH:28][CH:27]=[CH:26][N:25]=1)(=[O:23])=[O:22])[C:3]1[CH:4]=[CH:5][CH:6]=[C:7]2[C:11]=1[NH:10][C:9]([C:12]1[S:13][CH:14]([CH2:17][C:18](O)=[O:19])[CH2:15][N:16]=1)=[CH:8]2.C[N:31](C)C=O.Cl.CN(C)CCCN=C=NCC. The catalyst is C(OCC)(=O)C. The product is [CH3:1][N:2]([S:21]([C:24]1[CH:29]=[CH:28][CH:27]=[CH:26][N:25]=1)(=[O:22])=[O:23])[C:3]1[CH:4]=[CH:5][CH:6]=[C:7]2[C:11]=1[NH:10][C:9]([C:12]1[S:13][CH:14]([CH2:17][C:18]([NH2:31])=[O:19])[CH2:15][N:16]=1)=[CH:8]2. The yield is 0.850. (3) The reactants are [Cl-].O[NH3+:3].[C:4](=[O:7])([O-])[OH:5].[Na+].CS(C)=O.[CH2:13]([C:17]1[N:18]=[C:19]([CH3:49])[N:20]([C:40]2[CH:41]=[CH:42][C:43]3[O:47][CH2:46][CH2:45][C:44]=3[CH:48]=2)[C:21](=[O:39])[C:22]=1[CH2:23][C:24]1[CH:29]=[CH:28][C:27]([C:30]2[C:31]([C:36]#[N:37])=[CH:32][CH:33]=[CH:34][CH:35]=2)=[CH:26][C:25]=1[F:38])[CH2:14][CH2:15][CH3:16]. The catalyst is O.C(OCC)(=O)C. The product is [CH2:13]([C:17]1[N:18]=[C:19]([CH3:49])[N:20]([C:40]2[CH:41]=[CH:42][C:43]3[O:47][CH2:46][CH2:45][C:44]=3[CH:48]=2)[C:21](=[O:39])[C:22]=1[CH2:23][C:24]1[CH:29]=[CH:28][C:27]([C:30]2[CH:35]=[CH:34][CH:33]=[CH:32][C:31]=2[C:36]2[NH:3][C:4](=[O:7])[O:5][N:37]=2)=[CH:26][C:25]=1[F:38])[CH2:14][CH2:15][CH3:16]. The yield is 0.600. (4) The reactants are [N+:1]([C:4]1[CH:14]=[CH:13][C:7]2[CH2:8][CH2:9][CH2:10][NH:11][CH2:12][C:6]=2[CH:5]=1)([O-:3])=[O:2].N1C=CC=CC=1.[F:21][C:22]([F:33])([F:32])[C:23](O[C:23](=[O:24])[C:22]([F:33])([F:32])[F:21])=[O:24].O. The catalyst is ClCCl. The product is [N+:1]([C:4]1[CH:14]=[CH:13][C:7]2[CH2:8][CH2:9][CH2:10][N:11]([C:23](=[O:24])[C:22]([F:33])([F:32])[F:21])[CH2:12][C:6]=2[CH:5]=1)([O-:3])=[O:2]. The yield is 0.890. (5) The reactants are [Br:1][C:2]1[CH:7]=[CH:6][C:5]([C:8]2[CH2:12][CH:11]([CH2:13][OH:14])[O:10][N:9]=2)=[CH:4][CH:3]=1.C(N(CC)CC)C.[Si:22](Cl)([C:25]([CH3:28])([CH3:27])[CH3:26])([CH3:24])[CH3:23]. The catalyst is ClCCl.CN(C)C1C=CN=CC=1. The product is [Br:1][C:2]1[CH:3]=[CH:4][C:5]([C:8]2[CH2:12][CH:11]([CH2:13][O:14][Si:22]([C:25]([CH3:28])([CH3:27])[CH3:26])([CH3:24])[CH3:23])[O:10][N:9]=2)=[CH:6][CH:7]=1. The yield is 0.840. (6) The reactants are [BH4-].[Na+].[C:3]1([S:9]([N:12]2[C:20]3[C:15](=[CH:16][C:17]([C:21](=O)[CH3:22])=[CH:18][CH:19]=3)[CH2:14][CH2:13]2)(=[O:11])=[O:10])[CH:8]=[CH:7][CH:6]=[CH:5][CH:4]=1.[OH-].[Na+]. The catalyst is C(O)(C(F)(F)F)=O.O. The product is [C:3]1([S:9]([N:12]2[C:20]3[C:15](=[CH:16][C:17]([CH2:21][CH3:22])=[CH:18][CH:19]=3)[CH2:14][CH2:13]2)(=[O:11])=[O:10])[CH:4]=[CH:5][CH:6]=[CH:7][CH:8]=1. The yield is 0.430. (7) The reactants are [NH:1]1[C:9]2[C:4](=[CH:5][C:6]([C:10]([N:12]3[CH2:18][C:17]4([CH3:20])[CH2:19][CH:13]3[CH2:14][C:15]([CH3:22])([CH3:21])[CH2:16]4)=[O:11])=[CH:7][CH:8]=2)[CH:3]=[CH:2]1.C([Li])CCC.[C:28]1([S:34](Cl)(=[O:36])=[O:35])[CH:33]=[CH:32][CH:31]=[CH:30][CH:29]=1. The catalyst is C1COCC1. The product is [C:28]1([S:34]([N:1]2[C:9]3[C:4](=[CH:5][C:6]([C:10]([N:12]4[CH2:18][C:17]5([CH3:20])[CH2:19][CH:13]4[CH2:14][C:15]([CH3:22])([CH3:21])[CH2:16]5)=[O:11])=[CH:7][CH:8]=3)[CH:3]=[CH:2]2)(=[O:36])=[O:35])[CH:33]=[CH:32][CH:31]=[CH:30][CH:29]=1. The yield is 0.990. (8) The reactants are [C:1]([O:9][C@H:10]1[C@@H:15]([O:16][C:17](=[O:24])[C:18]2[CH:23]=[CH:22][CH:21]=[CH:20][CH:19]=2)[C@H:14]([O:25][C:26](=[O:33])[C:27]2[CH:32]=[CH:31][CH:30]=[CH:29][CH:28]=2)[C@@H:13]([CH2:34][O:35][C:36](=[O:43])[C:37]2[CH:42]=[CH:41][CH:40]=[CH:39][CH:38]=2)[O:12][C@@H:11]1[O:44][C@H:45]1[C@@H:58]([O:59][C:60](=[O:67])[C:61]2[CH:66]=[CH:65][CH:64]=[CH:63][CH:62]=2)[C@H:57]([O:68][C:69](=[O:76])[C:70]2[CH:75]=[CH:74][CH:73]=[CH:72][CH:71]=2)[C@@H:56]([CH2:77][O:78][C:79](=[O:86])[C:80]2[CH:85]=[CH:84][CH:83]=[CH:82][CH:81]=2)[O:55][C@@H:46]1[O:47]CC1C=CC=CC=1)(=[O:8])[C:2]1[CH:7]=[CH:6][CH:5]=[CH:4][CH:3]=1.[H][H]. The catalyst is CO.CCOC(C)=O.[Pd]. The product is [C:1]([O:9][C@H:10]1[C@@H:15]([O:16][C:17](=[O:24])[C:18]2[CH:23]=[CH:22][CH:21]=[CH:20][CH:19]=2)[C@H:14]([O:25][C:26](=[O:33])[C:27]2[CH:28]=[CH:29][CH:30]=[CH:31][CH:32]=2)[C@@H:13]([CH2:34][O:35][C:36](=[O:43])[C:37]2[CH:42]=[CH:41][CH:40]=[CH:39][CH:38]=2)[O:12][C@@H:11]1[O:44][C@H:45]1[C@@H:58]([O:59][C:60](=[O:67])[C:61]2[CH:62]=[CH:63][CH:64]=[CH:65][CH:66]=2)[C@H:57]([O:68][C:69](=[O:76])[C:70]2[CH:71]=[CH:72][CH:73]=[CH:74][CH:75]=2)[C@@H:56]([CH2:77][O:78][C:79](=[O:86])[C:80]2[CH:81]=[CH:82][CH:83]=[CH:84][CH:85]=2)[O:55][CH:46]1[OH:47])(=[O:8])[C:2]1[CH:3]=[CH:4][CH:5]=[CH:6][CH:7]=1. The yield is 0.990. (9) The reactants are [OH:1][C:2]1[CH:3]=[C:4](B(O)O)[CH:5]=[CH:6][CH:7]=1.Br[CH:12]=[C:13]1[C:19]2[CH:20]=[CH:21][C:22]([O:24][CH3:25])=[CH:23][C:18]=2[CH2:17][CH2:16][C:15]2[CH:26]=[C:27]([O:30][CH3:31])[CH:28]=[CH:29][C:14]1=2. No catalyst specified. The product is [CH3:25][O:24][C:22]1[CH:21]=[CH:20][C:19]2[C:13](=[CH:12][C:6]3[CH:7]=[C:2]([OH:1])[CH:3]=[CH:4][CH:5]=3)[C:14]3[CH:29]=[CH:28][C:27]([O:30][CH3:31])=[CH:26][C:15]=3[CH2:16][CH2:17][C:18]=2[CH:23]=1. The yield is 0.330. (10) The reactants are [Cl:1][C:2]1[CH:7]=[CH:6][C:5]([OH:8])=[C:4]([F:9])[CH:3]=1.F[C:11]1[CH:16]=[CH:15][C:14]([N+:17]([O-:19])=[O:18])=[CH:13][CH:12]=1.C(=O)([O-])[O-].[Na+].[Na+].O. The product is [Cl:1][C:2]1[CH:7]=[CH:6][C:5]([O:8][C:11]2[CH:16]=[CH:15][C:14]([N+:17]([O-:19])=[O:18])=[CH:13][CH:12]=2)=[C:4]([F:9])[CH:3]=1. The catalyst is CN(C=O)C. The yield is 0.990.